This data is from Forward reaction prediction with 1.9M reactions from USPTO patents (1976-2016). The task is: Predict the product of the given reaction. (1) Given the reactants Br[C:2]1[C:3]([CH3:14])=[C:4]([CH3:13])[C:5]([OH:12])=[C:6]([CH:11]=1)[C:7]([O:9][CH3:10])=[O:8].[B:15]1([B:15]2[O:19][C:18]([CH3:21])([CH3:20])[C:17]([CH3:23])([CH3:22])[O:16]2)[O:19][C:18]([CH3:21])([CH3:20])[C:17]([CH3:23])([CH3:22])[O:16]1.C([O-])(=O)C.[K+].O, predict the reaction product. The product is: [OH:12][C:5]1[C:4]([CH3:13])=[C:3]([CH3:14])[C:2]([B:15]2[O:19][C:18]([CH3:21])([CH3:20])[C:17]([CH3:23])([CH3:22])[O:16]2)=[CH:11][C:6]=1[C:7]([O:9][CH3:10])=[O:8]. (2) Given the reactants Br[C:2]1[CH:3]=[CH:4][C:5]([O:8][C:9]2[CH:10]=[C:11]([CH:26]=[CH:27][CH:28]=2)[CH:12]=[C:13]2[CH2:18][CH2:17][N:16]([C:19]([O:21][C:22]([CH3:25])([CH3:24])[CH3:23])=[O:20])[CH2:15][CH2:14]2)=[N:6][CH:7]=1.O1CCOCC1.[B:35]1([B:35]2[O:39][C:38]([CH3:41])([CH3:40])[C:37]([CH3:43])([CH3:42])[O:36]2)[O:39][C:38]([CH3:41])([CH3:40])[C:37]([CH3:43])([CH3:42])[O:36]1.P([O-])([O-])([O-])=O.[K+].[K+].[K+], predict the reaction product. The product is: [CH3:42][C:37]1([CH3:43])[C:38]([CH3:41])([CH3:40])[O:39][B:35]([C:2]2[CH:3]=[CH:4][C:5]([O:8][C:9]3[CH:10]=[C:11]([CH:26]=[CH:27][CH:28]=3)[CH:12]=[C:13]3[CH2:18][CH2:17][N:16]([C:19]([O:21][C:22]([CH3:25])([CH3:24])[CH3:23])=[O:20])[CH2:15][CH2:14]3)=[N:6][CH:7]=2)[O:36]1. (3) Given the reactants [Cl:1][C:2]1[CH:29]=[CH:28][CH:27]=[CH:26][C:3]=1[C:4]([C:6]1[S:10][C:9]([NH:11][C:12]([C:14]2([C:17]3[CH:25]=[CH:24][C:20]4[O:21][CH2:22][O:23][C:19]=4[CH:18]=3)[CH2:16][CH2:15]2)=[O:13])=[N:8][CH:7]=1)=[O:5].[BH4-].[Na+], predict the reaction product. The product is: [Cl:1][C:2]1[CH:29]=[CH:28][CH:27]=[CH:26][C:3]=1[CH:4]([OH:5])[C:6]1[S:10][C:9]([NH:11][C:12]([C:14]2([C:17]3[CH:25]=[CH:24][C:20]4[O:21][CH2:22][O:23][C:19]=4[CH:18]=3)[CH2:15][CH2:16]2)=[O:13])=[N:8][CH:7]=1. (4) The product is: [ClH:1].[ClH:1].[CH3:45][NH:44][C@H:41]1[CH2:42][CH2:43][N:39]([CH2:37][CH:36]([C:30]2([OH:29])[CH2:31][CH2:32][CH2:33][CH2:34][CH2:35]2)[C:52]2[C:61]3[C:56](=[CH:57][CH:58]=[CH:59][CH:60]=3)[CH:55]=[CH:54][CH:53]=2)[CH2:40]1. Given the reactants [ClH:1].Cl.CN[C@H]1CCN(CC(C2CCCCC2O)C2C3C(=CC=CC=3)C=CC=2)C1.[OH:29][C:30]1([CH:36]([C:52]2[C:61]3[C:56](=[CH:57][CH:58]=[CH:59][CH:60]=3)[CH:55]=[CH:54][CH:53]=2)[C:37]([N:39]2[CH2:43][CH2:42][C@H:41]([NH:44][C:45](=O)OC(C)(C)C)[CH2:40]2)=O)[CH2:35][CH2:34][CH2:33][CH2:32][CH2:31]1, predict the reaction product. (5) Given the reactants [O:1]=[C:2]([N:27]1[CH2:31][CH2:30][CH2:29][CH2:28]1)[C@@H:3]([NH:18][C:19](=[O:26])[C:20]1[CH:25]=[CH:24][CH:23]=[CH:22][CH:21]=1)[CH2:4][CH2:5][CH2:6][CH2:7][NH:8][C@@H:9]1[CH2:11][C@H:10]1[C:12]1[CH:17]=[CH:16][CH:15]=[CH:14][CH:13]=1.[C:32](N[C@@H](CCCCO)C(O)=O)(=O)C1C=CC=CC=1.N1CCCCC1.C(OP(ON1C(=O)C2C=CC=CC=2N=N1)(OCC)=O)C.N1C=CN=C1.C1([C@@H]2C[C@H]2N)C=CC=CC=1.[BH-](OC(C)=O)(OC(C)=O)OC(C)=O.[Na+], predict the reaction product. The product is: [O:1]=[C:2]([N:27]1[CH2:28][CH2:29][CH2:32][CH2:30][CH2:31]1)[C@@H:3]([NH:18][C:19](=[O:26])[C:20]1[CH:25]=[CH:24][CH:23]=[CH:22][CH:21]=1)[CH2:4][CH2:5][CH2:6][CH2:7][NH:8][C@@H:9]1[CH2:11][C@H:10]1[C:12]1[CH:13]=[CH:14][CH:15]=[CH:16][CH:17]=1. (6) Given the reactants Cl[C:2]1[C:11]([NH:12][S:13]([C:16]2[CH:21]=[CH:20][CH:19]=[C:18]([CH3:22])[CH:17]=2)(=[O:15])=[O:14])=[CH:10][C:5]([C:6]([O:8][CH3:9])=[O:7])=[CH:4][N:3]=1.[CH2:23](C([Sn])=C(CCCC)CCCC)[CH2:24]CC, predict the reaction product. The product is: [CH3:22][C:18]1[CH:17]=[C:16]([S:13]([NH:12][C:11]2[C:2]([CH:23]=[CH2:24])=[N:3][CH:4]=[C:5]([CH:10]=2)[C:6]([O:8][CH3:9])=[O:7])(=[O:15])=[O:14])[CH:21]=[CH:20][CH:19]=1. (7) Given the reactants [Br:1][C:2]1[C:10]2[N:9]=[N:8][NH:7][C:6]=2[C:5]([Cl:11])=[C:4]([Br:12])[C:3]=1[Cl:13].Br[C:15]1[C:23]2[N:22]=N[NH:20][C:19]=2C(Cl)=CC=1Cl.Cl[C:27]1C=C(Cl)C2NN=NC=2C=1, predict the reaction product. The product is: [NH2:22][C:23]([CH3:15])([CH2:27][N:8]1[N:7]=[C:6]2[C:5]([Cl:11])=[C:4]([Br:12])[C:3]([Cl:13])=[C:2]([Br:1])[C:10]2=[N:9]1)[C:19]#[N:20].